This data is from Reaction yield outcomes from USPTO patents with 853,638 reactions. The task is: Predict the reaction yield, written as a fraction of the theoretical maximum amount of product (1.0 means a 100% yield; for example, 0.34 means a 34% yield). (1) The reactants are C12OC(CC1)CN(C1N=C(C3C=CC(N)=CC=3)N=C3N(C(COC)COC)N=CC=13)C2.ClC(Cl)(OC(=O)OC(Cl)(Cl)Cl)Cl.[CH2:44]([OH:47])[CH2:45][OH:46].[CH3:48][O:49][CH2:50][CH:51]([N:55]1[C:59]2=[N:60][C:61]([C:72]3[CH:77]=[CH:76][C:75]([N:78]=[C:79]=[O:80])=[CH:74][CH:73]=3)=[N:62][C:63]([N:64]3[CH2:70][CH:69]4[O:71][CH:66]([CH2:67][CH2:68]4)[CH2:65]3)=[C:58]2[CH:57]=[N:56]1)[CH2:52][O:53][CH3:54]. The catalyst is ClCCl.C(N(CC)CC)C. The product is [OH:46][CH2:45][CH2:44][O:47][C:79](=[O:80])[NH:78][C:75]1[CH:74]=[CH:73][C:72]([C:61]2[N:60]=[C:59]3[N:55]([CH:51]([CH2:50][O:49][CH3:48])[CH2:52][O:53][CH3:54])[N:56]=[CH:57][C:58]3=[C:63]([N:64]3[CH2:65][CH:66]4[O:71][CH:69]([CH2:68][CH2:67]4)[CH2:70]3)[N:62]=2)=[CH:77][CH:76]=1. The yield is 0.530. (2) The reactants are [F:1][C:2]1[CH:7]=[CH:6][C:5]([N:8]2[C:16]3[C:11](=[CH:12][C:13]([CH:17]([C:25]4[CH:30]=[CH:29][CH:28]=[CH:27][CH:26]=4)[CH:18]([CH2:23][CH3:24])[C:19]([O:21]C)=[O:20])=[CH:14][CH:15]=3)[CH:10]=[N:9]2)=[CH:4][CH:3]=1.Cl. The catalyst is [OH-].[Na+].CO.CS(C)=O. The product is [F:1][C:2]1[CH:3]=[CH:4][C:5]([N:8]2[C:16]3[C:11](=[CH:12][C:13]([CH:17]([C:25]4[CH:26]=[CH:27][CH:28]=[CH:29][CH:30]=4)[CH:18]([CH2:23][CH3:24])[C:19]([OH:21])=[O:20])=[CH:14][CH:15]=3)[CH:10]=[N:9]2)=[CH:6][CH:7]=1. The yield is 0.930.